From a dataset of Peptide-MHC class I binding affinity with 185,985 pairs from IEDB/IMGT. Regression. Given a peptide amino acid sequence and an MHC pseudo amino acid sequence, predict their binding affinity value. This is MHC class I binding data. (1) The peptide sequence is VTIPQIGGM. The MHC is HLA-B07:02 with pseudo-sequence HLA-B07:02. The binding affinity (normalized) is 0.0847. (2) The peptide sequence is TLLSRVYQIL. The MHC is HLA-B27:05 with pseudo-sequence HLA-B27:05. The binding affinity (normalized) is 0. (3) The peptide sequence is KPKHLYVSM. The MHC is HLA-A02:19 with pseudo-sequence HLA-A02:19. The binding affinity (normalized) is 0.0847. (4) The peptide sequence is FLHSGTAKS. The binding affinity (normalized) is 0.936. The MHC is HLA-A02:03 with pseudo-sequence HLA-A02:03. (5) The peptide sequence is TRKIRSEEL. The MHC is HLA-A24:03 with pseudo-sequence HLA-A24:03. The binding affinity (normalized) is 0.0847. (6) The peptide sequence is KRMMMNLNY. The MHC is SLA-30401 with pseudo-sequence SLA-30401. The binding affinity (normalized) is 0.872.